Dataset: NCI-60 drug combinations with 297,098 pairs across 59 cell lines. Task: Regression. Given two drug SMILES strings and cell line genomic features, predict the synergy score measuring deviation from expected non-interaction effect. (1) Drug 1: C1=CC=C(C(=C1)C(C2=CC=C(C=C2)Cl)C(Cl)Cl)Cl. Drug 2: CN1C2=C(C=C(C=C2)N(CCCl)CCCl)N=C1CCCC(=O)O.Cl. Cell line: COLO 205. Synergy scores: CSS=0.251, Synergy_ZIP=2.50, Synergy_Bliss=4.44, Synergy_Loewe=-1.19, Synergy_HSA=-0.362. (2) Drug 1: C1=NC(=NC(=O)N1C2C(C(C(O2)CO)O)O)N. Drug 2: CC12CCC3C(C1CCC2OP(=O)(O)O)CCC4=C3C=CC(=C4)OC(=O)N(CCCl)CCCl.[Na+]. Cell line: HCT116. Synergy scores: CSS=59.6, Synergy_ZIP=-10.4, Synergy_Bliss=-14.9, Synergy_Loewe=-20.9, Synergy_HSA=-8.29. (3) Drug 1: C1CCC(CC1)NC(=O)N(CCCl)N=O. Drug 2: C1=NC2=C(N1)C(=S)N=CN2. Cell line: K-562. Synergy scores: CSS=42.3, Synergy_ZIP=-2.26, Synergy_Bliss=-5.52, Synergy_Loewe=-24.2, Synergy_HSA=-4.37. (4) Drug 1: CC1C(C(CC(O1)OC2CC(OC(C2O)C)OC3=CC4=CC5=C(C(=O)C(C(C5)C(C(=O)C(C(C)O)O)OC)OC6CC(C(C(O6)C)O)OC7CC(C(C(O7)C)O)OC8CC(C(C(O8)C)O)(C)O)C(=C4C(=C3C)O)O)O)O. Drug 2: CC1=C(C(=O)C2=C(C1=O)N3CC4C(C3(C2COC(=O)N)OC)N4)N. Cell line: NCI-H226. Synergy scores: CSS=9.75, Synergy_ZIP=0.386, Synergy_Bliss=-0.00368, Synergy_Loewe=-9.14, Synergy_HSA=-2.80. (5) Drug 1: C1CN1C2=NC(=NC(=N2)N3CC3)N4CC4. Drug 2: C1=C(C(=O)NC(=O)N1)F. Cell line: SR. Synergy scores: CSS=88.9, Synergy_ZIP=1.18, Synergy_Bliss=1.08, Synergy_Loewe=-0.712, Synergy_HSA=3.01.